From a dataset of Reaction yield outcomes from USPTO patents with 853,638 reactions. Predict the reaction yield, written as a fraction of the theoretical maximum amount of product (1.0 means a 100% yield; for example, 0.34 means a 34% yield). The reactants are [OH:1][C:2]1[CH:3]=[C:4]([CH:7]=[CH:8][C:9]=1O)[CH:5]=[O:6].[C:11](=[O:14])([O-])[O-].[Cs+].[Cs+]. The catalyst is CN(C)C=O. The product is [OH:1][C:2]1[CH:3]=[C:4]([CH:7]=[CH:8][C:9]=1[O:14][CH2:11][CH2:3][CH2:2][CH2:9][CH3:8])[CH:5]=[O:6]. The yield is 0.240.